Dataset: Forward reaction prediction with 1.9M reactions from USPTO patents (1976-2016). Task: Predict the product of the given reaction. (1) Given the reactants [Br:1][C:2]1[N:7]=[C:6]([C:8]2[CH2:13][CH2:12][C:11]([CH3:15])([CH3:14])[CH2:10][CH:9]=2)[C:5]([NH2:16])=[CH:4][CH:3]=1.[K+].[C:18]([C:20]1[N:21]=[C:22]([C:33]([O-])=[O:34])[N:23]([CH2:25][O:26][CH2:27][CH2:28][Si:29]([CH3:32])([CH3:31])[CH3:30])[CH:24]=1)#[N:19].C1CN([P+](Br)(N2CCCC2)N2CCCC2)CC1.F[P-](F)(F)(F)(F)F.CCN(C(C)C)C(C)C, predict the reaction product. The product is: [Br:1][C:2]1[N:7]=[C:6]([C:8]2[CH2:13][CH2:12][C:11]([CH3:14])([CH3:15])[CH2:10][CH:9]=2)[C:5]([NH:16][C:33]([C:22]2[N:23]([CH2:25][O:26][CH2:27][CH2:28][Si:29]([CH3:32])([CH3:31])[CH3:30])[CH:24]=[C:20]([C:18]#[N:19])[N:21]=2)=[O:34])=[CH:4][CH:3]=1. (2) Given the reactants [CH3:1][O:2][C:3](=[O:24])[CH2:4][CH2:5][CH2:6][CH2:7][CH2:8][O:9][C:10]1[CH:15]=[CH:14][C:13]([NH2:16])=[C:12]([NH:17][C:18]2[CH:23]=[CH:22][CH:21]=[CH:20][CH:19]=2)[CH:11]=1.[CH2:25]([N:28]=[C:29]=S)[CH2:26][CH3:27].[Cl-].[NH4+].IC.Cl, predict the reaction product. The product is: [CH3:1][O:2][C:3](=[O:24])[CH2:4][CH2:5][CH2:6][CH2:7][CH2:8][O:9][C:10]1[CH:15]=[CH:14][C:13]2[N:16]=[C:29]([NH:28][CH2:25][CH2:26][CH3:27])[N:17]([C:18]3[CH:19]=[CH:20][CH:21]=[CH:22][CH:23]=3)[C:12]=2[CH:11]=1. (3) Given the reactants [C:1]([O:5][C:6](=[O:35])[NH:7][C:8]1[S:9][C:10](Br)=[CH:11][C:12]=1[C:13]([N:15]1[CH2:20][CH2:19][CH:18]([N:21]2[CH2:33][CH2:32][CH2:31][C:23]3([C:27](=[O:28])[O:26][C:25]([CH3:30])([CH3:29])[CH2:24]3)[CH2:22]2)[CH2:17][CH2:16]1)=[O:14])([CH3:4])([CH3:3])[CH3:2].[C:36]([O:40][CH2:41][CH3:42])(=[O:39])[CH:37]=[CH2:38].C(N(CC)CC)C, predict the reaction product. The product is: [C:1]([O:5][C:6]([NH:7][C:8]1[S:9][C:10](/[CH:38]=[CH:37]/[C:36]([O:40][CH2:41][CH3:42])=[O:39])=[CH:11][C:12]=1[C:13]([N:15]1[CH2:20][CH2:19][CH:18]([N:21]2[CH2:33][CH2:32][CH2:31][C:23]3([C:27](=[O:28])[O:26][C:25]([CH3:30])([CH3:29])[CH2:24]3)[CH2:22]2)[CH2:17][CH2:16]1)=[O:14])=[O:35])([CH3:4])([CH3:3])[CH3:2]. (4) Given the reactants Cl.[CH2:2]([O:9][C:10](=[O:14])[C@H:11]([CH3:13])[NH2:12])[C:3]1[CH:8]=[CH:7][CH:6]=[CH:5][CH:4]=1.C(N(C(C)C)CC)(C)C.O.ON1C2C=CC=CC=2N=N1.Cl.CN(C)CCCN=C=NCC.[F:47][C:48]([F:55])([F:54])[CH2:49][CH2:50][C:51](O)=[O:52].C(O)(=O)CC(CC(O)=O)(C(O)=O)O, predict the reaction product. The product is: [F:47][C:48]([F:55])([F:54])[CH2:49][CH2:50][C:51]([NH:12][C@@H:11]([CH3:13])[C:10]([O:9][CH2:2][C:3]1[CH:8]=[CH:7][CH:6]=[CH:5][CH:4]=1)=[O:14])=[O:52]. (5) Given the reactants [OH:1][C:2]1[CH:3]=[C:4]([C:17]([O:19][CH2:20][CH3:21])=[O:18])[CH:5]=[C:6]2[C:10]=1[N:9]([CH:11]1[CH2:16][CH2:15][CH2:14][CH2:13][O:12]1)[N:8]=[CH:7]2.[C:22](=O)([O-])[O-].[K+].[K+].CI, predict the reaction product. The product is: [CH3:22][O:1][C:2]1[CH:3]=[C:4]([C:17]([O:19][CH2:20][CH3:21])=[O:18])[CH:5]=[C:6]2[C:10]=1[N:9]([CH:11]1[CH2:16][CH2:15][CH2:14][CH2:13][O:12]1)[N:8]=[CH:7]2. (6) Given the reactants O.[OH-].[Li+].[Cl:4][C:5]1[CH:10]=[CH:9][C:8]([C:11]2[N:12]([CH3:28])[C:13]3[C:18]([C:19]=2[CH2:20][CH2:21][C:22](OC)=[O:23])=[CH:17][C:16]([CH:26]=[CH2:27])=[CH:15][CH:14]=3)=[CH:7][CH:6]=1.ON1C2C=CC=CC=2N=N1.C(N(CC)CC)C.Cl.CN(C)CCCN=C=NCC.[C:58]1([CH2:64][C:65]2([OH:71])[CH2:70][CH2:69][NH:68][CH2:67][CH2:66]2)[CH:63]=[CH:62][CH:61]=[CH:60][CH:59]=1, predict the reaction product. The product is: [Cl:4][C:5]1[CH:6]=[CH:7][C:8]([C:11]2[N:12]([CH3:28])[C:13]3[C:18]([C:19]=2[CH2:20][CH2:21][C:22]([N:68]2[CH2:67][CH2:66][C:65]([CH2:64][C:58]4[CH:63]=[CH:62][CH:61]=[CH:60][CH:59]=4)([OH:71])[CH2:70][CH2:69]2)=[O:23])=[CH:17][C:16]([CH:26]=[CH2:27])=[CH:15][CH:14]=3)=[CH:9][CH:10]=1.